This data is from TCR-epitope binding with 47,182 pairs between 192 epitopes and 23,139 TCRs. The task is: Binary Classification. Given a T-cell receptor sequence (or CDR3 region) and an epitope sequence, predict whether binding occurs between them. (1) The epitope is FLNGSCGSV. Result: 1 (the TCR binds to the epitope). The TCR CDR3 sequence is CASSNGLAGGPDTQYF. (2) The epitope is FLNGSCGSV. The TCR CDR3 sequence is CASSSPGLTLAGELFF. Result: 0 (the TCR does not bind to the epitope). (3) The epitope is RQLLFVVEV. The TCR CDR3 sequence is CASSQAEAPHEQFF. Result: 1 (the TCR binds to the epitope). (4) The epitope is FLKEKGGL. The TCR CDR3 sequence is CSVDNSYEQYF. Result: 1 (the TCR binds to the epitope). (5) The epitope is IPRRNVATL. The TCR CDR3 sequence is CSASPSGRYNEQFF. Result: 0 (the TCR does not bind to the epitope).